Task: Regression. Given a peptide amino acid sequence and an MHC pseudo amino acid sequence, predict their binding affinity value. This is MHC class I binding data.. Dataset: Peptide-MHC class I binding affinity with 185,985 pairs from IEDB/IMGT (1) The peptide sequence is NITPDDGLGL. The MHC is HLA-A02:02 with pseudo-sequence HLA-A02:02. The binding affinity (normalized) is 0.302. (2) The peptide sequence is NTQGYFPDWQ. The MHC is HLA-A02:02 with pseudo-sequence HLA-A02:02. The binding affinity (normalized) is 0. (3) The peptide sequence is YVQMALMKL. The MHC is HLA-A02:02 with pseudo-sequence HLA-A02:02. The binding affinity (normalized) is 0.123. (4) The peptide sequence is LGIRVYSQ. The MHC is H-2-Kb with pseudo-sequence H-2-Kb. The binding affinity (normalized) is 0. (5) The peptide sequence is RYRQVLSPL. The MHC is HLA-B15:42 with pseudo-sequence HLA-B15:42. The binding affinity (normalized) is 0.213. (6) The peptide sequence is FKVNDGVFDI. The MHC is H-2-Kb with pseudo-sequence H-2-Kb. The binding affinity (normalized) is 0.0192. (7) The peptide sequence is VYCKTVLEL. The MHC is H-2-Kd with pseudo-sequence H-2-Kd. The binding affinity (normalized) is 0.399. (8) The binding affinity (normalized) is 0.390. The MHC is H-2-Db with pseudo-sequence H-2-Db. The peptide sequence is VMFIFAYI.